This data is from Forward reaction prediction with 1.9M reactions from USPTO patents (1976-2016). The task is: Predict the product of the given reaction. (1) Given the reactants [NH2:1][C:2]1[N:7]=[C:6]([N:8]2[CH:17]([CH3:18])[CH2:16][C:15]3[C:10](=[CH:11][C:12]([C:19]4[CH:24]=[CH:23][N:22]=[C:21]([C:25]([OH:27])=O)[CH:20]=4)=[CH:13][CH:14]=3)[CH2:9]2)[CH:5]=[C:4]([N:28]2[CH2:33][CH2:32][N:31]([CH3:34])[CH2:30][CH2:29]2)[N:3]=1.Cl.[OH:36][CH:37]1[CH2:40][NH:39][CH2:38]1, predict the reaction product. The product is: [NH2:1][C:2]1[N:7]=[C:6]([N:8]2[CH:17]([CH3:18])[CH2:16][C:15]3[C:10](=[CH:11][C:12]([C:19]4[CH:24]=[CH:23][N:22]=[C:21]([C:25]([N:39]5[CH2:40][CH:37]([OH:36])[CH2:38]5)=[O:27])[CH:20]=4)=[CH:13][CH:14]=3)[CH2:9]2)[CH:5]=[C:4]([N:28]2[CH2:29][CH2:30][N:31]([CH3:34])[CH2:32][CH2:33]2)[N:3]=1. (2) Given the reactants S(OOS([O-])(=O)=O)([O-])(=O)=[O:2].[NH4+].[NH4+].CCCCCCCCC=CCCCCC[CH2:28][CH2:29][C:30]([OH:32])=[O:31].[CH2:33]1[O:37][CH:36]([CH:38](O)[CH2:39][OH:40])[CH:35]([OH:42])[CH:34]1[OH:43].CCCCCC, predict the reaction product. The product is: [CH3:36][CH:38]1[O:32][C:30](=[O:31])[CH:29]([CH3:28])[O:40][C:39]1=[O:2].[CH2:36]1[O:37][C:33](=[O:31])[CH2:34][O:43][C:35]1=[O:42]. (3) Given the reactants C[O:2][C:3](=[O:25])[C@@H:4]([NH:17][C:18]([O:20][C:21]([CH3:24])([CH3:23])[CH3:22])=[O:19])[CH2:5][C:6]1[C:11]([CH3:12])=[CH:10][C:9]([C:13](=[O:15])[NH2:14])=[CH:8][C:7]=1[CH3:16].[Li+].[OH-], predict the reaction product. The product is: [C:21]([O:20][C:18]([NH:17][C@@H:4]([CH2:5][C:6]1[C:11]([CH3:12])=[CH:10][C:9]([C:13](=[O:15])[NH2:14])=[CH:8][C:7]=1[CH3:16])[C:3]([OH:25])=[O:2])=[O:19])([CH3:24])([CH3:23])[CH3:22].